This data is from Catalyst prediction with 721,799 reactions and 888 catalyst types from USPTO. The task is: Predict which catalyst facilitates the given reaction. (1) Product: [C:23]([C:7]1[C:8]2[C:13](=[CH:12][CH:11]=[C:10]([O:16][C:17]3[CH:22]=[CH:21][CH:20]=[CH:19][CH:18]=3)[CH:9]=2)[C:14]([OH:15])=[C:5]([C:3]([NH:25][CH:26]([C:31]2[CH:36]=[CH:35][CH:34]=[CH:33][CH:32]=2)[CH2:27][C:28]([OH:30])=[O:29])=[O:4])[N:6]=1)#[N:24]. Reactant: CO[C:3]([C:5]1[N:6]=[C:7]([C:23]#[N:24])[C:8]2[C:13]([C:14]=1[OH:15])=[CH:12][CH:11]=[C:10]([O:16][C:17]1[CH:22]=[CH:21][CH:20]=[CH:19][CH:18]=1)[CH:9]=2)=[O:4].[NH2:25][CH:26]([C:31]1[CH:36]=[CH:35][CH:34]=[CH:33][CH:32]=1)[CH2:27][C:28]([OH:30])=[O:29].C[O-].[Na+]. The catalyst class is: 3. (2) Reactant: [N:1]([C:4]1[S:8][C:7]2[CH2:9][CH2:10][CH2:11][CH2:12][C:6]=2[C:5]=1[C:13]1[O:17][N:16]=[C:15]([CH3:18])[N:14]=1)=[C:2]=[O:3].CCN(CC)CC.[NH:26]1[CH2:30][CH2:29][CH2:28][C@@H:27]1[C:31]([OH:33])=[O:32]. Product: [CH3:18][C:15]1[N:14]=[C:13]([C:5]2[C:6]3[CH2:12][CH2:11][CH2:10][CH2:9][C:7]=3[S:8][C:4]=2[NH:1][C:2]([N:26]2[CH2:30][CH2:29][CH2:28][C@@H:27]2[C:31]([OH:33])=[O:32])=[O:3])[O:17][N:16]=1. The catalyst class is: 2. (3) Reactant: [C:1]1([CH:7]([C:33]2[CH:38]=[CH:37][CH:36]=[CH:35][CH:34]=2)[CH2:8][CH2:9][N:10]([CH:30]([CH3:32])[CH3:31])[C:11]([NH:13][C:14]2[S:15][CH:16]=[C:17]([C:19]3[CH:24]=[CH:23][C:22]([NH:25][S:26]([CH3:29])(=[O:28])=[O:27])=[CH:21][CH:20]=3)[N:18]=2)=[O:12])[CH:6]=[CH:5][CH:4]=[CH:3][CH:2]=1.[Cl:39]N1C(=O)CCC1=O. Product: [Cl:39][C:16]1[S:15][C:14]([NH:13][C:11](=[O:12])[N:10]([CH2:9][CH2:8][CH:7]([C:1]2[CH:2]=[CH:3][CH:4]=[CH:5][CH:6]=2)[C:33]2[CH:34]=[CH:35][CH:36]=[CH:37][CH:38]=2)[CH:30]([CH3:31])[CH3:32])=[N:18][C:17]=1[C:19]1[CH:24]=[CH:23][C:22]([NH:25][S:26]([CH3:29])(=[O:27])=[O:28])=[CH:21][CH:20]=1. The catalyst class is: 3. (4) Reactant: [H-].[Na+].[C:3]([NH:6][CH:7]([C:13]([O:15][CH2:16][CH3:17])=[O:14])[C:8]([O:10][CH2:11][CH3:12])=[O:9])(=[O:5])[CH3:4].[C:18]([O:22][C:23](=[O:30])[CH:24](I)[CH2:25][CH2:26][CH2:27][CH3:28])([CH3:21])([CH3:20])[CH3:19]. Product: [CH2:11]([O:10][C:8](=[O:9])[C:7]([NH:6][C:3](=[O:5])[CH3:4])([C:13]([O:15][CH2:16][CH3:17])=[O:14])[CH2:28][CH2:27][CH2:26][CH2:25][CH2:24][C:23]([O:22][C:18]([CH3:19])([CH3:21])[CH3:20])=[O:30])[CH3:12]. The catalyst class is: 3. (5) Reactant: [Cl:1][C:2]1[N:7]=[CH:6][C:5]([C@@H:8]([N:13]2[CH2:17][C@@H:16]([OH:18])[C@H:15]([NH:19][C:20](=[O:29])[O:21]CC3C=CC=CC=3)[CH2:14]2)[C:9]([F:12])([F:11])[F:10])=[CH:4][CH:3]=1.I[Si](C)(C)C.C1COCC1.[CH3:40][C:41](OC(OC(O[C:41]([CH3:43])([CH3:42])[CH3:40])=O)=O)([CH3:43])[CH3:42]. Product: [Cl:1][C:2]1[N:7]=[CH:6][C:5]([C@@H:8]([N:13]2[CH2:17][C@@H:16]([OH:18])[C@H:15]([NH:19][C:20](=[O:29])[O:21][C:41]([CH3:43])([CH3:42])[CH3:40])[CH2:14]2)[C:9]([F:12])([F:10])[F:11])=[CH:4][CH:3]=1. The catalyst class is: 115. (6) Reactant: [O:1]=[C:2]1[CH2:6][CH2:5][C@H:4]([CH2:7][C@H:8]([C:12]2[CH:17]=[CH:16][CH:15]=[C:14]([C:18]([F:21])([F:20])[F:19])[CH:13]=2)[C:9]([OH:11])=O)[CH2:3]1.C(Cl)(=O)C(Cl)=O.[CH3:28][O:29][CH2:30][CH2:31][N:32]1[CH:36]=[CH:35][C:34]([NH2:37])=[N:33]1.N1C(C)=CC=CC=1C. Product: [CH3:28][O:29][CH2:30][CH2:31][N:32]1[CH:36]=[CH:35][C:34]([NH:37][C:9](=[O:11])[C@@H:8]([C:12]2[CH:17]=[CH:16][CH:15]=[C:14]([C:18]([F:21])([F:20])[F:19])[CH:13]=2)[CH2:7][C@H:4]2[CH2:5][CH2:6][C:2](=[O:1])[CH2:3]2)=[N:33]1. The catalyst class is: 306.